From a dataset of Reaction yield outcomes from USPTO patents with 853,638 reactions. Predict the reaction yield, written as a fraction of the theoretical maximum amount of product (1.0 means a 100% yield; for example, 0.34 means a 34% yield). (1) The reactants are N#N.C[O:4][C:5]1[CH:10]=[C:9]([O:11]C)[CH:8]=[CH:7][C:6]=1[CH2:13][C:14]([NH:16][C:17]1[CH:22]=[CH:21][C:20]([C:23]2[O:27][C:26]([CH3:28])=[C:25]([C:29]([OH:31])=[O:30])[CH:24]=2)=[CH:19][CH:18]=1)=[O:15].B(Br)(Br)Br. The catalyst is C(Cl)Cl. The product is [OH:4][C:5]1[CH:10]=[C:9]([OH:11])[CH:8]=[CH:7][C:6]=1[CH2:13][C:14]([NH:16][C:17]1[CH:22]=[CH:21][C:20]([C:23]2[O:27][C:26]([CH3:28])=[C:25]([C:29]([OH:31])=[O:30])[CH:24]=2)=[CH:19][CH:18]=1)=[O:15]. The yield is 0.320. (2) The reactants are [CH2:1]([NH2:6])[C:2]([CH3:5])([CH3:4])[CH3:3].[Br:7][C:8]1[C:9](Cl)=[N:10][C:11]([Cl:14])=[N:12][CH:13]=1. The catalyst is CO. The product is [Br:7][C:8]1[C:9]([NH:6][CH2:1][C:2]([CH3:5])([CH3:4])[CH3:3])=[N:10][C:11]([Cl:14])=[N:12][CH:13]=1. The yield is 0.920. (3) The product is [Br:1][C:2]1[CH:7]=[CH:6][C:5]([N:8]2[C:13]([Cl:22])=[CH:12][C:11](=[O:15])[N:10]([CH:16]3[CH2:18][CH2:17]3)[C:9]2=[O:19])=[CH:4][CH:3]=1. The reactants are [Br:1][C:2]1[CH:7]=[CH:6][C:5]([N:8]2[C:13](=O)[CH2:12][C:11](=[O:15])[N:10]([CH:16]3[CH2:18][CH2:17]3)[C:9]2=[O:19])=[CH:4][CH:3]=1.P(Cl)(Cl)([Cl:22])=O.BrC1C=CC(N2C(=O)C=C(Cl)N(C3CC3)C2=O)=CC=1. The yield is 0.930. The catalyst is O. (4) The reactants are [NH:1]([C:9]([O:11][C:12]([CH3:15])([CH3:14])[CH3:13])=[O:10])[C@H:2]([C:6]([OH:8])=O)[C@@H:3]([CH3:5])[OH:4].F[P-](F)(F)(F)(F)F.N1(O[P+](N(C)C)(N(C)C)N(C)C)C2C=CC=CC=2N=N1.CCN(C(C)C)C(C)C.[NH:52]1[CH2:57][CH2:56][O:55][CH2:54][CH2:53]1. The catalyst is C(Cl)Cl. The product is [OH:4][C@H:3]([CH3:5])[C@H:2]([NH:1][C:9](=[O:10])[O:11][C:12]([CH3:15])([CH3:14])[CH3:13])[C:6]([N:52]1[CH2:57][CH2:56][O:55][CH2:54][CH2:53]1)=[O:8]. The yield is 0.860.